From a dataset of NCI-60 drug combinations with 297,098 pairs across 59 cell lines. Regression. Given two drug SMILES strings and cell line genomic features, predict the synergy score measuring deviation from expected non-interaction effect. (1) Drug 1: COC1=NC(=NC2=C1N=CN2C3C(C(C(O3)CO)O)O)N. Drug 2: CC1CCCC2(C(O2)CC(NC(=O)CC(C(C(=O)C(C1O)C)(C)C)O)C(=CC3=CSC(=N3)C)C)C. Cell line: T-47D. Synergy scores: CSS=41.7, Synergy_ZIP=5.33, Synergy_Bliss=5.53, Synergy_Loewe=-20.1, Synergy_HSA=4.56. (2) Drug 1: CC1C(C(=O)NC(C(=O)N2CCCC2C(=O)N(CC(=O)N(C(C(=O)O1)C(C)C)C)C)C(C)C)NC(=O)C3=C4C(=C(C=C3)C)OC5=C(C(=O)C(=C(C5=N4)C(=O)NC6C(OC(=O)C(N(C(=O)CN(C(=O)C7CCCN7C(=O)C(NC6=O)C(C)C)C)C)C(C)C)C)N)C. Drug 2: CCCCC(=O)OCC(=O)C1(CC(C2=C(C1)C(=C3C(=C2O)C(=O)C4=C(C3=O)C=CC=C4OC)O)OC5CC(C(C(O5)C)O)NC(=O)C(F)(F)F)O. Cell line: U251. Synergy scores: CSS=78.3, Synergy_ZIP=16.9, Synergy_Bliss=16.2, Synergy_Loewe=15.6, Synergy_HSA=16.4.